This data is from Forward reaction prediction with 1.9M reactions from USPTO patents (1976-2016). The task is: Predict the product of the given reaction. (1) Given the reactants [N:1]([C:4]1[N:9]=[CH:8][N:7]=[C:6]([O:10][C:11]2[CH:16]=[CH:15][C:14]([NH:17][C:18]([NH:20][C:21]3[CH:26]=[C:25]([C:27]([F:30])([F:29])[F:28])[CH:24]=[C:23]([CH2:31][N:32]4[CH2:37][CH2:36][N:35]([CH:38]([CH3:40])[CH3:39])[CH2:34][CH2:33]4)[CH:22]=3)=[O:19])=[CH:13][CH:12]=2)[CH:5]=1)=[N+]=[N-], predict the reaction product. The product is: [NH2:1][C:4]1[N:9]=[CH:8][N:7]=[C:6]([O:10][C:11]2[CH:12]=[CH:13][C:14]([NH:17][C:18]([NH:20][C:21]3[CH:26]=[C:25]([C:27]([F:30])([F:28])[F:29])[CH:24]=[C:23]([CH2:31][N:32]4[CH2:37][CH2:36][N:35]([CH:38]([CH3:40])[CH3:39])[CH2:34][CH2:33]4)[CH:22]=3)=[O:19])=[CH:15][CH:16]=2)[CH:5]=1. (2) Given the reactants [CH2:1]([NH:4][C:5]1[N:10]=[C:9]([NH:11][CH2:12][CH2:13][CH3:14])[N:8]=[C:7]([N:15]([CH:17]([CH3:19])[CH3:18])[OH:16])[N:6]=1)[CH2:2][CH3:3].[OH:20][S:21]([OH:24])(=[O:23])=[O:22], predict the reaction product. The product is: [S:21]([OH:24])([OH:23])(=[O:22])=[O:20].[CH2:1]([NH:4][C:5]1[N:10]=[C:9]([NH:11][CH2:12][CH2:13][CH3:14])[N:8]=[C:7]([N:15]([CH:17]([CH3:19])[CH3:18])[OH:16])[N:6]=1)[CH2:2][CH3:3]. (3) Given the reactants [F:1][C:2]1[CH:9]=[C:8](F)[C:7]([F:11])=[CH:6][C:3]=1[CH:4]=[O:5].[CH3:12][CH:13]1[CH2:18][NH:17][CH2:16][CH:15]([CH3:19])[NH:14]1, predict the reaction product. The product is: [CH3:12][C@H:13]1[NH:14][C@@H:15]([CH3:19])[CH2:16][N:17]([C:8]2[C:7]([F:11])=[CH:6][C:3]([CH:4]=[O:5])=[C:2]([F:1])[CH:9]=2)[CH2:18]1. (4) Given the reactants [CH2:1]=[C:2]1[C:7](=[O:8])[NH:6][C:5]2[CH:9]=[CH:10][CH:11]=[CH:12][C:4]=2[S:3]1.CCN(CC)CC.Cl.[CH2:21]([O:28][NH2:29])[C:22]1[CH:27]=[CH:26][CH:25]=[CH:24][CH:23]=1, predict the reaction product. The product is: [CH2:21]([O:28][NH:29][CH2:1][CH:2]1[C:7](=[O:8])[NH:6][C:5]2[CH:9]=[CH:10][CH:11]=[CH:12][C:4]=2[S:3]1)[C:22]1[CH:27]=[CH:26][CH:25]=[CH:24][CH:23]=1. (5) Given the reactants [N:1]1([C:7]2[C:8]3[NH:22][CH:21]=[CH:20][C:9]=3[N:10]=[C:11]([C:13]3[CH:14]=[C:15]([CH:17]=[CH:18][CH:19]=3)[NH2:16])[N:12]=2)[CH2:6][CH2:5][O:4][CH2:3][CH2:2]1.C(N(CC)CC)C.ClC(Cl)(O[C:34](=[O:40])OC(Cl)(Cl)Cl)Cl.[CH3:42][N:43]([CH3:47])[CH2:44][CH2:45][NH2:46], predict the reaction product. The product is: [CH3:42][N:43]([CH3:47])[CH2:44][CH2:45][NH:46][C:34]([NH:16][C:15]1[CH:17]=[CH:18][CH:19]=[C:13]([C:11]2[N:12]=[C:7]([N:1]3[CH2:6][CH2:5][O:4][CH2:3][CH2:2]3)[C:8]3[NH:22][CH:21]=[CH:20][C:9]=3[N:10]=2)[CH:14]=1)=[O:40].